From a dataset of Catalyst prediction with 721,799 reactions and 888 catalyst types from USPTO. Predict which catalyst facilitates the given reaction. (1) Reactant: [NH2:1][C:2]1[C:3]([F:16])=[C:4]([NH:9][S:10]([CH2:13][CH2:14][CH3:15])(=[O:12])=[O:11])[CH:5]=[CH:6][C:7]=1[F:8].[N:17]1[C:26]2[C:21](=[CH:22][CH:23]=[CH:24][CH:25]=2)[CH:20]=[C:19]([CH:27]=O)[CH:18]=1.FC(F)(F)C(O)=O.C([SiH](CC)CC)C. Product: [F:16][C:3]1[C:2]([NH:1][CH2:27][C:19]2[CH:18]=[N:17][C:26]3[C:21]([CH:20]=2)=[CH:22][CH:23]=[CH:24][CH:25]=3)=[C:7]([F:8])[CH:6]=[CH:5][C:4]=1[NH:9][S:10]([CH2:13][CH2:14][CH3:15])(=[O:12])=[O:11]. The catalyst class is: 10. (2) Reactant: [CH:1]1([NH2:4])[CH2:3][CH2:2]1.C(O)(=O)C.[C:9]1([CH:15]2[CH2:20][CH2:19][CH2:18][CH2:17][C:16]2=O)[CH:14]=[CH:13][CH:12]=[CH:11][CH:10]=1.C([BH3-])#N.[Na+]. Product: [CH:1]1([NH:4][C@@H:16]2[CH2:17][CH2:18][CH2:19][CH2:20][C@@H:15]2[C:9]2[CH:10]=[CH:11][CH:12]=[CH:13][CH:14]=2)[CH2:3][CH2:2]1.[CH:1]1([NH:4][C@@H:16]2[CH2:17][CH2:18][CH2:19][CH2:20][C@H:15]2[C:9]2[CH:10]=[CH:11][CH:12]=[CH:13][CH:14]=2)[CH2:3][CH2:2]1. The catalyst class is: 5.